Dataset: Reaction yield outcomes from USPTO patents with 853,638 reactions. Task: Predict the reaction yield, written as a fraction of the theoretical maximum amount of product (1.0 means a 100% yield; for example, 0.34 means a 34% yield). (1) The reactants are [NH2:1][C@@H:2]1[CH2:7][CH2:6][CH2:5][CH2:4][C@@H:3]1[NH2:8].[C:9](OCC)(=[O:15])[C:10](OCC)=[O:11]. The catalyst is COC=COC. The product is [NH:1]1[C@@H:2]2[C@@H:3]([CH2:4][CH2:5][CH2:6][CH2:7]2)[NH:8][C:10](=[O:11])[C:9]1=[O:15]. The yield is 0.660. (2) The reactants are [C:1]([C:3]1[C:12]2[C:7](=[CH:8][CH:9]=[CH:10][CH:11]=2)[C:6](F)=[CH:5][CH:4]=1)#[N:2].[NH:14]1[CH2:19][CH:18]=[CH:17][CH2:16][CH2:15]1. No catalyst specified. The product is [N:14]1([C:6]2[C:7]3[C:12](=[CH:11][CH:10]=[CH:9][CH:8]=3)[C:3]([C:1]#[N:2])=[CH:4][CH:5]=2)[CH2:15][CH:16]=[CH:17][CH2:18][CH2:19]1. The yield is 0.260.